Dataset: Cav3 T-type calcium channel HTS with 100,875 compounds. Task: Binary Classification. Given a drug SMILES string, predict its activity (active/inactive) in a high-throughput screening assay against a specified biological target. (1) The drug is S=C(NNC(=O)c1c2c(nc(c1)c1cc(OCC)ccc1)cccc2)NCC. The result is 0 (inactive). (2) The molecule is s1c(n2nc(c(c2)/C=N\n2cnnc2)c2ccccc2)ccc1. The result is 0 (inactive).